This data is from Reaction yield outcomes from USPTO patents with 853,638 reactions. The task is: Predict the reaction yield, written as a fraction of the theoretical maximum amount of product (1.0 means a 100% yield; for example, 0.34 means a 34% yield). (1) The reactants are [F:1][C:2]([F:11])([F:10])[C:3]1[N:8]=[N:7][C:6]([NH2:9])=[CH:5][CH:4]=1.[Cl:12]N1C(=O)CCC1=O. The catalyst is C(#N)C. The product is [Cl:12][C:5]1[CH:4]=[C:3]([C:2]([F:1])([F:10])[F:11])[N:8]=[N:7][C:6]=1[NH2:9]. The yield is 0.330. (2) The reactants are [C:1]([O:5][C:6](=[O:26])[NH:7][C@H:8]([C:11](=[O:25])[NH:12][C@@H:13]1[C:19](=[O:20])[NH:18][C:17]2[CH:21]=[CH:22][CH:23]=[CH:24][C:16]=2[CH2:15][CH2:14]1)[CH2:9][OH:10])([CH3:4])([CH3:3])[CH3:2].[Br:27][C:28]1[CH:29]=[C:30]2[C:35](=[CH:36][CH:37]=1)[C:34]([CH2:38]Cl)=[C:33]([O:40][CH3:41])[CH:32]=[CH:31]2.C([O-])([O-])=O.[Cs+].[Cs+].[Na+].[I-]. The catalyst is O.CN(C=O)C. The product is [C:1]([O:5][C:6](=[O:26])[NH:7][C@H:8]([C:11](=[O:25])[NH:12][C@@H:13]1[C:19](=[O:20])[N:18]([CH2:38][C:34]2[C:35]3[C:30](=[CH:29][C:28]([Br:27])=[CH:37][CH:36]=3)[CH:31]=[CH:32][C:33]=2[O:40][CH3:41])[C:17]2[CH:21]=[CH:22][CH:23]=[CH:24][C:16]=2[CH2:15][CH2:14]1)[CH2:9][OH:10])([CH3:4])([CH3:2])[CH3:3]. The yield is 0.390.